Dataset: Forward reaction prediction with 1.9M reactions from USPTO patents (1976-2016). Task: Predict the product of the given reaction. (1) Given the reactants [CH:1]1([N:4]2[CH2:9][CH2:8][CH:7]([C:10]([NH:12][OH:13])=[NH:11])[CH2:6][CH2:5]2)[CH2:3][CH2:2]1.[C:14]([C:17]1[CH:25]=[CH:24][C:20]([C:21](Cl)=O)=[CH:19][CH:18]=1)(=[O:16])[CH3:15], predict the reaction product. The product is: [CH:1]1([N:4]2[CH2:9][CH2:8][CH:7]([C:10]3[N:11]=[C:21]([C:20]4[CH:24]=[CH:25][C:17]([C:14](=[O:16])[CH3:15])=[CH:18][CH:19]=4)[O:13][N:12]=3)[CH2:6][CH2:5]2)[CH2:2][CH2:3]1. (2) Given the reactants [CH3:1][N:2]1[CH2:7][CH2:6][N:5]([CH:8]2[C:17]3[C:12](=[CH:13][CH:14]=[C:15]([CH:18]4[CH2:23][CH2:22][CH2:21][NH:20][CH2:19]4)[CH:16]=3)[CH2:11][CH2:10][CH2:9]2)[CH2:4][CH2:3]1.Br[C:25]1[N:30]=[C:29]([N:31]2[CH2:36][CH2:35][O:34][CH2:33][CH2:32]2)[CH:28]=[CH:27][CH:26]=1.C1C=CC(P(C2C(C3C(P(C4C=CC=CC=4)C4C=CC=CC=4)=CC=C4C=3C=CC=C4)=C3C(C=CC=C3)=CC=2)C2C=CC=CC=2)=CC=1.C(=O)(O)[O-].[Na+], predict the reaction product. The product is: [CH3:1][N:2]1[CH2:3][CH2:4][N:5]([CH:8]2[C:17]3[CH:16]=[C:15]([CH:18]4[CH2:23][CH2:22][CH2:21][N:20]([C:25]5[CH:26]=[CH:27][CH:28]=[C:29]([N:31]6[CH2:32][CH2:33][O:34][CH2:35][CH2:36]6)[N:30]=5)[CH2:19]4)[CH:14]=[CH:13][C:12]=3[CH2:11][CH2:10][CH2:9]2)[CH2:6][CH2:7]1. (3) Given the reactants C([O-])([O-])=O.[Na+].[Na+].O.[CH3:8][C:9]1[CH:35]=[CH:34][CH:33]=[CH:32][C:10]=1[NH:11][CH2:12][C:13]1[CH:22]=[CH:21][C:20]2[C:15](=[CH:16][CH:17]=[CH:18][CH:19]=2)[C:14]=1B1OC(C)(C)C(C)(C)O1.Br[C:37]1[N:42]=[C:41]([CH2:43][NH:44][C:45]2[C:50]([CH:51]([CH2:54][CH3:55])[CH2:52][CH3:53])=[CH:49][CH:48]=[CH:47][C:46]=2[CH:56]([CH2:59][CH3:60])[CH2:57][CH3:58])[CH:40]=[CH:39][CH:38]=1, predict the reaction product. The product is: [CH2:57]([CH:56]([C:46]1[CH:47]=[CH:48][CH:49]=[C:50]([CH:51]([CH2:54][CH3:55])[CH2:52][CH3:53])[C:45]=1[NH:44][CH2:43][C:41]1[CH:40]=[CH:39][CH:38]=[C:37]([C:14]2[C:15]3[C:20](=[CH:19][CH:18]=[CH:17][CH:16]=3)[CH:21]=[CH:22][C:13]=2[CH2:12][NH:11][C:10]2[CH:32]=[CH:33][CH:34]=[CH:35][C:9]=2[CH3:8])[N:42]=1)[CH2:59][CH3:60])[CH3:58]. (4) Given the reactants Cl[C:2]1[N:3]=[C:4]([N:22]2[CH2:27][CH2:26][O:25][CH2:24][CH2:23]2)[C:5]2[N:10]=[C:9]([CH2:11][N:12]3[CH2:17][CH2:16][N:15]([S:18]([CH3:21])(=[O:20])=[O:19])[CH2:14][CH2:13]3)[S:8][C:6]=2[N:7]=1.B(O)(O)[C:29]1[CH:37]=[CH:36][CH:35]=[C:34]2[C:30]=1[CH:31]=[N:32][NH:33]2.C(=O)([O-])[O-].[Na+].[Na+], predict the reaction product. The product is: [NH:33]1[C:34]2[C:30](=[C:29]([C:2]3[N:3]=[C:4]([N:22]4[CH2:27][CH2:26][O:25][CH2:24][CH2:23]4)[C:5]4[N:10]=[C:9]([CH2:11][N:12]5[CH2:17][CH2:16][N:15]([S:18]([CH3:21])(=[O:20])=[O:19])[CH2:14][CH2:13]5)[S:8][C:6]=4[N:7]=3)[CH:37]=[CH:36][CH:35]=2)[CH:31]=[N:32]1. (5) Given the reactants [CH3:1][O:2][C:3]1[CH:4]=[C:5]2[C:10](=[CH:11][C:12]=1[O:13][CH3:14])[N:9]=[CH:8][CH:7]=[C:6]2[O:15][C:16]1[C:23]([F:24])=[CH:22][CH:21]=[CH:20][C:17]=1[CH:18]=[O:19].[CH2:25]([Mg]Br)[CH3:26].O, predict the reaction product. The product is: [CH3:1][O:2][C:3]1[CH:4]=[C:5]2[C:10](=[CH:11][C:12]=1[O:13][CH3:14])[N:9]=[CH:8][CH:7]=[C:6]2[O:15][C:16]1[C:23]([F:24])=[CH:22][CH:21]=[CH:20][C:17]=1[CH:18]([OH:19])[CH2:25][CH3:26]. (6) The product is: [CH3:1][S:2]([C:5]1[C:6]([O:16][C:17]2[CH:22]=[CH:21][C:20]([S:23]([CH3:33])(=[O:24])=[O:25])=[C:19]([S:27]([F:30])([F:31])([F:29])([F:32])[F:28])[CH:18]=2)=[CH:7][C:8]([CH3:15])=[C:9]([CH:14]=1)[C:10]([O:12][CH3:13])=[O:11])(=[O:3])=[O:4].[CH3:1][S:2]([C:5]1[C:6]([O:16][C:17]2[CH:22]=[CH:21][C:20]([S:23]([O:25][CH3:26])=[O:24])=[C:19]([S:27]([F:29])([F:32])([F:31])([F:30])[F:28])[CH:18]=2)=[CH:7][C:8]([CH3:15])=[C:9]([CH:14]=1)[C:10]([O:12][CH3:13])=[O:11])(=[O:3])=[O:4]. Given the reactants [CH3:1][S:2]([C:5]1[C:6]([O:16][C:17]2[CH:22]=[CH:21][C:20]([S:23]([O:25][CH3:26])=[O:24])=[C:19]([S:27]([F:32])([F:31])([F:30])([F:29])[F:28])[CH:18]=2)=[CH:7][C:8]([CH3:15])=[C:9]([CH:14]=1)[C:10]([O:12][CH3:13])=[O:11])(=[O:4])=[O:3].[CH3:33]S(C1C=C(C(OC)=O)C(C)=CC=1OC1C=CC(S([O-])=O)=C(S(F)(F)(F)(F)F)C=1)(=O)=O.[Na+], predict the reaction product.